Dataset: Full USPTO retrosynthesis dataset with 1.9M reactions from patents (1976-2016). Task: Predict the reactants needed to synthesize the given product. (1) Given the product [CH3:7][O:8][C:9]([C:10]1[NH:16][CH:18]=[C:17]([C:19]2[CH:27]=[CH:26][C:22]3[O:23][CH2:24][O:25][C:21]=3[CH:20]=2)[C:11]=1[C:12]([O:14][CH3:15])=[O:13])=[O:28], predict the reactants needed to synthesize it. The reactants are: C(=O)([O-])[O-].[Cs+].[Cs+].[CH3:7][O:8][C:9](=[O:28])[C:10]([N:16]1[CH2:18][CH:17]1[C:19]1[CH:27]=[CH:26][C:22]2[O:23][CH2:24][O:25][C:21]=2[CH:20]=1)=[CH:11][C:12]([O:14][CH3:15])=[O:13]. (2) Given the product [C:20](=[C:19]1[CH:17]2[CH2:18][CH2:29][CH:23]1[CH:24]([C:26](=[O:27])[CH3:28])[CH2:25]2)([CH2:16][CH3:15])[CH3:22], predict the reactants needed to synthesize it. The reactants are: C=CC(CCC=C(C)C)(C)O.CC1[C:17]23[CH2:25][C:24]([C:26]([CH3:28])=[O:27])=[C:23]([CH3:29])[CH:19]([C:20]([CH3:22])(C)[CH:16]2[CH2:15]C1)[CH2:18]3. (3) Given the product [OH:1][C@H:2]([CH3:32])[C@H:3]([O:4][C:5]1[CH:10]=[N:9][C:8]([C:11]2[CH:12]=[C:13]([CH:28]=[CH:29][CH:30]=2)[CH2:14][C:15]2[C:20](=[O:21])[CH:19]=[CH:18][N:17]([C:22]3[CH:23]=[N:24][N:25]([CH3:27])[CH:26]=3)[N:16]=2)=[N:7][CH:6]=1)[CH3:31].[OH:1][C@@H:2]([CH3:32])[C@@H:3]([O:4][C:5]1[CH:10]=[N:9][C:8]([C:11]2[CH:12]=[C:13]([CH:28]=[CH:29][CH:30]=2)[CH2:14][C:15]2[C:20](=[O:21])[CH:19]=[CH:18][N:17]([C:22]3[CH:23]=[N:24][N:25]([CH3:27])[CH:26]=3)[N:16]=2)=[N:7][CH:6]=1)[CH3:31], predict the reactants needed to synthesize it. The reactants are: [OH:1][CH:2]([CH3:32])[CH:3]([CH3:31])[O:4][C:5]1[CH:6]=[N:7][C:8]([C:11]2[CH:12]=[C:13]([CH:28]=[CH:29][CH:30]=2)[CH2:14][C:15]2[C:20](=[O:21])[CH:19]=[CH:18][N:17]([C:22]3[CH:23]=[N:24][N:25]([CH3:27])[CH:26]=3)[N:16]=2)=[N:9][CH:10]=1. (4) Given the product [CH3:41][C:42]1[CH:47]=[CH:46][C:45]([C:2]2[C:10]3[C:5](=[CH:6][CH:7]=[C:8]([C:11]4[N:15]=[CH:14][NH:13][N:12]=4)[CH:9]=3)[NH:4][N:3]=2)=[CH:44][CH:43]=1, predict the reactants needed to synthesize it. The reactants are: Br[C:2]1[C:10]2[C:5](=[CH:6][CH:7]=[C:8]([C:11]3[N:15]=[CH:14][N:13](C(C4C=CC=CC=4)(C4C=CC=CC=4)C4C=CC=CC=4)[N:12]=3)[CH:9]=2)[N:4](C2CCCCO2)[N:3]=1.[CH3:41][C:42]1[CH:47]=[CH:46][C:45](B(O)O)=[CH:44][CH:43]=1.ClCCl.P([O-])([O-])([O-])=O.[K+].[K+].[K+]. (5) Given the product [Cl:23][C:24]1[CH:41]=[C:40]([Cl:42])[CH:39]=[CH:38][C:25]=1[CH2:26][CH2:27][NH:28][C:29]([C:30]1[CH:35]=[CH:34][C:33]([O:36][C:12]2[CH:11]=[C:10]3[C:5]([CH:6]([C:14]([OH:16])=[O:15])[CH2:7][CH2:8][O:9]3)=[CH:4][C:3]=2[C:1]#[N:2])=[CH:32][CH:31]=1)=[O:37], predict the reactants needed to synthesize it. The reactants are: [C:1]([C:3]1[CH:4]=[C:5]2[C:10](=[CH:11][C:12]=1F)[O:9][CH2:8][CH2:7][CH:6]2[C:14]([OH:16])=[O:15])#[N:2].C([O-])([O-])=O.[K+].[K+].[Cl:23][C:24]1[CH:41]=[C:40]([Cl:42])[CH:39]=[CH:38][C:25]=1[CH2:26][CH2:27][NH:28][C:29](=[O:37])[C:30]1[CH:35]=[CH:34][C:33]([OH:36])=[CH:32][CH:31]=1. (6) The reactants are: [CH2:1]([NH:3][C:4]1[CH:9]=[C:8]([O:10][CH3:11])[CH:7]=[CH:6][C:5]=1[C@@H:12]1[CH2:21][CH2:20][C:19]2[CH:18]=[C:17]([O:22]C(=O)C(C)(C)C)[CH:16]=[CH:15][C:14]=2[CH2:13]1)[CH3:2].[CH3:29][N:30]([CH3:44])[C:31]([CH3:43])([CH3:42])[CH2:32][O:33][C:34]1[CH:41]=[CH:40][C:37]([CH:38]=O)=[CH:36][CH:35]=1. Given the product [CH3:29][N:30]([CH3:44])[C:31]([CH3:43])([CH3:42])[CH2:32][O:33][C:34]1[CH:41]=[CH:40][C:37]([CH2:38][CH2:2][CH2:1][NH:3][C:4]2[CH:9]=[C:8]([O:10][CH3:11])[CH:7]=[CH:6][C:5]=2[C@@H:12]2[CH2:21][CH2:20][C:19]3[CH:18]=[C:17]([OH:22])[CH:16]=[CH:15][C:14]=3[CH2:13]2)=[CH:36][CH:35]=1, predict the reactants needed to synthesize it.